From a dataset of Catalyst prediction with 721,799 reactions and 888 catalyst types from USPTO. Predict which catalyst facilitates the given reaction. (1) Reactant: [CH3:1][C:2]1[CH:3]=[CH:4][C:5]([O:10][CH3:11])=[C:6]([CH:9]=1)[CH:7]=O.[N:12]1([CH2:18][CH2:19][CH2:20][O:21][C:22]2[CH:27]=[CH:26][C:25]([N:28]3[CH2:33][CH2:32][NH:31][CH2:30][CH2:29]3)=[CH:24][CH:23]=2)[CH2:17][CH2:16][CH2:15][CH2:14][CH2:13]1.[C:34]([OH:37])(=[O:36])C.C(O[BH-](OC(=O)C)OC(=O)C)(=O)C.[Na+]. Product: [CH:34]([OH:37])=[O:36].[CH3:1][C:2]1[CH:3]=[CH:4][C:5]([O:10][CH3:11])=[C:6]([CH2:7][N:31]2[CH2:32][CH2:33][N:28]([C:25]3[CH:24]=[CH:23][C:22]([O:21][CH2:20][CH2:19][CH2:18][N:12]4[CH2:13][CH2:14][CH2:15][CH2:16][CH2:17]4)=[CH:27][CH:26]=3)[CH2:29][CH2:30]2)[CH:9]=1. The catalyst class is: 4. (2) Reactant: C([O:3][C:4]([C:6]1([NH:15][C:16]([C:18]2[C:26]3[O:25][CH2:24][CH2:23][C:22]=3[CH:21]=[CH:20][CH:19]=2)=[O:17])[CH2:14][C:13]2[C:8](=[CH:9][CH:10]=[CH:11][CH:12]=2)[CH2:7]1)=[O:5])C.[OH-].[K+].O. Product: [O:25]1[C:26]2[C:18]([C:16]([NH:15][C:6]3([C:4]([OH:5])=[O:3])[CH2:14][C:13]4[C:8](=[CH:9][CH:10]=[CH:11][CH:12]=4)[CH2:7]3)=[O:17])=[CH:19][CH:20]=[CH:21][C:22]=2[CH2:23][CH2:24]1. The catalyst class is: 14. (3) Reactant: [O:1]1[CH2:6][CH2:5][CH:4]([CH2:7][CH:8]2[CH2:12][C:11](=[O:13])[CH:10]([C:14]3[C:19]([CH3:20])=[CH:18][C:17]([CH3:21])=[CH:16][C:15]=3[CH3:22])[C:9]2=[O:23])[CH2:3][CH2:2]1.C(N(CC)CC)C.[C:31](Cl)(=[O:36])[C:32]([CH3:35])([CH3:34])[CH3:33]. Product: [O:23]=[C:9]1[CH:8]([CH2:7][CH:4]2[CH2:3][CH2:2][O:1][CH2:6][CH2:5]2)[CH2:12][C:11]([O:13][C:31](=[O:36])[C:32]([CH3:35])([CH3:34])[CH3:33])=[C:10]1[C:14]1[C:15]([CH3:22])=[CH:16][C:17]([CH3:21])=[CH:18][C:19]=1[CH3:20]. The catalyst class is: 4. (4) Reactant: [CH:1]1([NH:6][C:7]([C:9]2[CH:10]=[C:11]([C@@H:16]3[CH2:18][C@H:17]3[NH:19]C(=O)OC(C)(C)C)[CH:12]=[CH:13][C:14]=2[F:15])=[O:8])[CH2:5][CH2:4][CH2:3][CH2:2]1.[ClH:27].C(OCC)(=O)C. Product: [ClH:27].[NH2:19][C@@H:17]1[CH2:18][C@H:16]1[C:11]1[CH:12]=[CH:13][C:14]([F:15])=[C:9]([CH:10]=1)[C:7]([NH:6][CH:1]1[CH2:5][CH2:4][CH2:3][CH2:2]1)=[O:8]. The catalyst class is: 92. (5) Reactant: [Cl:1][C:2]1[CH:7]=[CH:6][CH:5]=[CH:4][C:3]=1[C:8]1[N:13]=[C:12]2[O:14][C:15]([C:27](=[O:32])[C:28]([CH3:31])([CH3:30])[CH3:29])=[C:16]([NH:17][C:18](=[O:26])[C:19]([N:21]([CH2:23][CH2:24]O)[CH3:22])=[O:20])[C:11]2=[CH:10][C:9]=1[C:33]1[CH:38]=[CH:37][C:36]([Cl:39])=[CH:35][CH:34]=1.C1(P(C2C=CC=CC=2)C2C=CC=CC=2)C=CC=CC=1.CC(OC(/N=N/C(OC(C)C)=O)=O)C. Product: [Cl:1][C:2]1[CH:7]=[CH:6][CH:5]=[CH:4][C:3]=1[C:8]1[N:13]=[C:12]2[O:14][C:15]([C:27](=[O:32])[C:28]([CH3:29])([CH3:31])[CH3:30])=[C:16]([N:17]3[CH2:24][CH2:23][N:21]([CH3:22])[C:19](=[O:20])[C:18]3=[O:26])[C:11]2=[CH:10][C:9]=1[C:33]1[CH:38]=[CH:37][C:36]([Cl:39])=[CH:35][CH:34]=1. The catalyst class is: 1. (6) Reactant: [CH:1]1([C:7]2[C:15]3[C:10](=[CH:11][C:12]([C:16]([O:18][CH3:19])=[O:17])=[CH:13][CH:14]=3)[NH:9][C:8]=2[C:20]2[CH:25]=[CH:24][C:23]([O:26]S(C3C=CC(C)=CC=3)(=O)=O)=[CH:22][C:21]=2[O:37][CH2:38][O:39][CH3:40])[CH2:6][CH2:5][CH2:4][CH2:3][CH2:2]1.C[O-].[Na+].Cl. Product: [CH:1]1([C:7]2[C:15]3[C:10](=[CH:11][C:12]([C:16]([O:18][CH3:19])=[O:17])=[CH:13][CH:14]=3)[NH:9][C:8]=2[C:20]2[CH:25]=[CH:24][C:23]([OH:26])=[CH:22][C:21]=2[O:37][CH2:38][O:39][CH3:40])[CH2:6][CH2:5][CH2:4][CH2:3][CH2:2]1. The catalyst class is: 5.